This data is from Catalyst prediction with 721,799 reactions and 888 catalyst types from USPTO. The task is: Predict which catalyst facilitates the given reaction. Reactant: [CH2:1]([O:8][C:9]1[CH:10]=[CH:11][C:12]([O:25][CH:26]([CH3:28])[CH3:27])=[C:13]([C:15]2[NH:24][C:18]3=[N+:19]([O-])[CH:20]=[CH:21][CH:22]=[C:17]3[N:16]=2)[CH:14]=1)[C:2]1[CH:7]=[CH:6][CH:5]=[CH:4][CH:3]=1.[CH2:29]([N:31](CC)CC)C.C[Si](C#N)(C)C. Product: [CH2:1]([O:8][C:9]1[CH:10]=[CH:11][C:12]([O:25][CH:26]([CH3:28])[CH3:27])=[C:13]([C:15]2[NH:24][C:18]3=[N:19][C:20]([C:29]#[N:31])=[CH:21][CH:22]=[C:17]3[N:16]=2)[CH:14]=1)[C:2]1[CH:7]=[CH:6][CH:5]=[CH:4][CH:3]=1. The catalyst class is: 47.